Task: Predict the reaction yield, written as a fraction of the theoretical maximum amount of product (1.0 means a 100% yield; for example, 0.34 means a 34% yield).. Dataset: Reaction yield outcomes from USPTO patents with 853,638 reactions (1) The reactants are [Cl:1][C:2]1[CH:7]=[CH:6][C:5]([N:8]2[C:12]([CH3:13])=[C:11]([C:14]([NH:16][CH2:17][C:18]([CH:20]3[CH2:25][CH2:24][CH2:23][CH2:22][CH2:21]3)=O)=[O:15])[N:10]=[C:9]2[C:26]2[CH:31]=[CH:30][C:29]([Cl:32])=[CH:28][C:27]=2[Cl:33])=[CH:4][CH:3]=1.CC[N+](S(N=C(OC)[O-])(=O)=O)(CC)CC. The catalyst is C1COCC1. The product is [Cl:1][C:2]1[CH:3]=[CH:4][C:5]([N:8]2[C:12]([CH3:13])=[C:11]([C:14]3[O:15][C:18]([CH:20]4[CH2:21][CH2:22][CH2:23][CH2:24][CH2:25]4)=[CH:17][N:16]=3)[N:10]=[C:9]2[C:26]2[CH:31]=[CH:30][C:29]([Cl:32])=[CH:28][C:27]=2[Cl:33])=[CH:6][CH:7]=1. The yield is 0.220. (2) The reactants are [F:1][C:2]([F:15])([F:14])[S:3]([O:6]S(C(F)(F)F)(=O)=O)(=[O:5])=[O:4].[O:16]1[C:25]2[C:20](=[CH:21][CH:22]=[CH:23][CH:24]=2)[CH2:19][CH2:18][CH:17]1[CH2:26]O.N1C=CC=CC=1.O. The catalyst is C(Cl)Cl. The product is [F:1][C:2]([F:15])([F:14])[S:3]([O:6][CH2:26][CH:17]1[CH2:18][CH2:19][C:20]2[C:25](=[CH:24][CH:23]=[CH:22][CH:21]=2)[O:16]1)(=[O:5])=[O:4]. The yield is 0.790. (3) The reactants are [F:1][C:2]1[CH:24]=[CH:23][C:5]2[N:6]([C:14]3[C:15]([CH3:22])=[C:16]([CH:19]=[CH:20][CH:21]=3)[CH:17]=O)[C:7]([C@H:9]3[CH2:13][CH2:12][CH2:11][O:10]3)=[N:8][C:4]=2[CH:3]=1.[NH2:25][C:26]1[CH:39]=[CH:38][C:29]2[C@H:30]([CH2:33][C:34]([O:36][CH3:37])=[O:35])[CH2:31][O:32][C:28]=2[CH:27]=1.C(O[BH-](OC(=O)C)OC(=O)C)(=O)C.[Na+].[OH-].[Na+]. The catalyst is C(#N)C.C(O)(=O)C. The product is [F:1][C:2]1[CH:24]=[CH:23][C:5]2[N:6]([C:14]3[C:15]([CH3:22])=[C:16]([CH:19]=[CH:20][CH:21]=3)[CH2:17][NH:25][C:26]3[CH:39]=[CH:38][C:29]4[C@H:30]([CH2:33][C:34]([O:36][CH3:37])=[O:35])[CH2:31][O:32][C:28]=4[CH:27]=3)[C:7]([C@H:9]3[CH2:13][CH2:12][CH2:11][O:10]3)=[N:8][C:4]=2[CH:3]=1. The yield is 0.970. (4) The reactants are C[O:2][C:3]([C:5]1[CH:15]=[CH:14][C:8]2[O:9][C:10]([F:13])([F:12])[O:11][C:7]=2[CH:6]=1)=O.[H-].[Al+3].[Li+].[H-].[H-].[H-].O.[OH-].[Na+]. The catalyst is O1CCCC1. The product is [F:13][C:10]1([F:12])[O:9][C:8]2[CH:14]=[CH:15][C:5]([CH2:3][OH:2])=[CH:6][C:7]=2[O:11]1. The yield is 0.760. (5) The reactants are [C:1]([O:5][C:6](=[O:26])[NH:7][C@H:8]([C:10](=O)[NH:11][C:12]1[CH:17]=[CH:16][CH:15]=[CH:14][C:13]=1[NH:18][CH:19]1[CH2:24][CH2:23][O:22][CH2:21][CH2:20]1)[CH3:9])([CH3:4])([CH3:3])[CH3:2]. The catalyst is CC(O)=O. The product is [C:1]([O:5][C:6](=[O:26])[NH:7][C@H:8]([C:10]1[N:18]([CH:19]2[CH2:24][CH2:23][O:22][CH2:21][CH2:20]2)[C:13]2[CH:14]=[CH:15][CH:16]=[CH:17][C:12]=2[N:11]=1)[CH3:9])([CH3:4])([CH3:3])[CH3:2]. The yield is 0.770. (6) The reactants are F[C:2]1[C:7](=[O:8])[N:6]([CH3:9])[C:5]([C:10]#[N:11])=[CH:4][CH:3]=1.Cl.[NH2:13][C@H:14]([C:16]1[C:17](=[O:32])[NH:18][C:19]2[C:24]([CH:25]=1)=[CH:23][C:22]([Cl:26])=[C:21]([O:27][CH2:28][CH:29]1[CH2:31][CH2:30]1)[CH:20]=2)[CH3:15].CS(C)=O.CCN(C(C)C)C(C)C. The catalyst is CC#N.O. The product is [Cl:26][C:22]1[CH:23]=[C:24]2[C:19](=[CH:20][C:21]=1[O:27][CH2:28][CH:29]1[CH2:30][CH2:31]1)[NH:18][C:17](=[O:32])[C:16]([C@@H:14]([NH:13][C:2]1[C:7](=[O:8])[N:6]([CH3:9])[C:5]([C:10]#[N:11])=[CH:4][CH:3]=1)[CH3:15])=[CH:25]2. The yield is 0.529. (7) The reactants are Cl[C:2]1[CH:3]=[C:4]([F:20])[C:5]([O:17][CH2:18][CH3:19])=[C:6]2[C:10]=1[N:9]([CH3:11])[CH:8]=[C:7]2[CH2:12][C:13]([O:15][CH3:16])=[O:14].CCN(CC)CC. The catalyst is CO.[Pd]. The product is [CH2:18]([O:17][C:5]1[C:4]([F:20])=[CH:3][CH:2]=[C:10]2[C:6]=1[C:7]([CH2:12][C:13]([O:15][CH3:16])=[O:14])=[CH:8][N:9]2[CH3:11])[CH3:19]. The yield is 0.920. (8) The reactants are [NH2:1][C:2]1[CH:10]=[CH:9][C:5]([C:6]([OH:8])=O)=[CH:4][C:3]=1[F:11].[NH:12]1[CH2:17][CH2:16][CH2:15][C@@H:14]2[C:18]3[CH:19]=[CH:20][CH:21]=[CH:22][C:23]=3[CH2:24][C@H:13]12.F[P-](F)(F)(F)(F)F.N1(OC(N(C)C)=[N+](C)C)C2N=CC=CC=2N=N1. No catalyst specified. The product is [NH2:1][C:2]1[CH:10]=[CH:9][C:5]([C:6]([N:12]2[CH2:17][CH2:16][CH2:15][C@@H:14]3[C:18]4[CH:19]=[CH:20][CH:21]=[CH:22][C:23]=4[CH2:24][C@H:13]23)=[O:8])=[CH:4][C:3]=1[F:11]. The yield is 0.620. (9) The reactants are [CH3:1][C:2]1[C:8]([CH3:9])=[CH:7][CH:6]=[CH:5][C:3]=1[NH2:4].CC(C)N=C=NC(C)C.[C:19]([O:23][C:24]([N:26]1[CH2:39][CH2:38][C:37]2[C:36]3[C:35]([Cl:40])=[C:34]([Cl:41])[CH:33]=[CH:32][C:31]=3[N:30]([CH2:42][C:43](O)=[O:44])[C:29]=2[CH2:28][CH2:27]1)=[O:25])([CH3:22])([CH3:21])[CH3:20]. The catalyst is CN(C1C=CN=CC=1)C.C1COCC1.CCOC(C)=O. The product is [Cl:41][C:34]1[CH:33]=[CH:32][C:31]2[N:30]([CH2:42][C:43]([NH:4][C:3]3[CH:5]=[CH:6][CH:7]=[C:8]([CH3:9])[C:2]=3[CH3:1])=[O:44])[C:29]3[CH2:28][CH2:27][N:26]([C:24]([O:23][C:19]([CH3:21])([CH3:20])[CH3:22])=[O:25])[CH2:39][CH2:38][C:37]=3[C:36]=2[C:35]=1[Cl:40]. The yield is 0.580. (10) The reactants are Cl[C:2]1[CH:7]=[C:6]([C:8]2[CH:17]=[CH:16][C:15]3[C:10](=[CH:11][CH:12]=[CH:13][CH:14]=3)[CH:9]=2)[N:5]=[CH:4][N:3]=1.[CH:18]1[C:27]2[C:22](=[CH:23][CH:24]=[CH:25][CH:26]=2)[CH:21]=[CH:20][C:19]=1B(O)O.C(=O)([O-])[O-].[Na+].[Na+]. The catalyst is C1C=CC(P(C2C=CC=CC=2)C2C=CC=CC=2)=CC=1.C1C=CC(P(C2C=CC=CC=2)C2C=CC=CC=2)=CC=1.Cl[Pd]Cl.O.C(#N)C. The product is [CH:26]1[C:27]2[C:22](=[CH:21][CH:20]=[CH:19][CH:18]=2)[CH:23]=[CH:24][C:25]=1[C:2]1[CH:7]=[C:6]([C:8]2[CH:17]=[CH:16][C:15]3[C:10](=[CH:11][CH:12]=[CH:13][CH:14]=3)[CH:9]=2)[N:5]=[CH:4][N:3]=1. The yield is 0.190.